This data is from CYP2D6 inhibition data for predicting drug metabolism from PubChem BioAssay. The task is: Regression/Classification. Given a drug SMILES string, predict its absorption, distribution, metabolism, or excretion properties. Task type varies by dataset: regression for continuous measurements (e.g., permeability, clearance, half-life) or binary classification for categorical outcomes (e.g., BBB penetration, CYP inhibition). Dataset: cyp2d6_veith. (1) The drug is O=C(NCCCN1CCCCCC1)[C@@H](c1ccccc1)C1CCCCC1. The result is 1 (inhibitor). (2) The molecule is COc1ccccc1S(=O)(=O)Nc1ccc(-c2nnc3n2CCCCC3)cc1. The result is 0 (non-inhibitor).